Task: Predict which catalyst facilitates the given reaction.. Dataset: Catalyst prediction with 721,799 reactions and 888 catalyst types from USPTO (1) Reactant: [Cl:1][C:2]1[C:3]([F:43])=[C:4]([C@:8]([C@@H:16]2[CH2:21][CH2:20][CH2:19][N:18]([C:22]([O:24][CH:25]([CH2:36][CH:37]3[CH2:42][CH2:41][CH2:40][CH2:39][CH2:38]3)[CH2:26][N:27](C(OC(C)(C)C)=O)[CH3:28])=[O:23])[CH2:17]2)([OH:15])[CH2:9][CH2:10][CH2:11][CH2:12][O:13][CH3:14])[CH:5]=[CH:6][CH:7]=1. Product: [Cl:1][C:2]1[C:3]([F:43])=[C:4]([C@:8]([C@@H:16]2[CH2:21][CH2:20][CH2:19][N:18]([C:22]([O:24][CH:25]([CH2:26][NH:27][CH3:28])[CH2:36][CH:37]3[CH2:38][CH2:39][CH2:40][CH2:41][CH2:42]3)=[O:23])[CH2:17]2)([OH:15])[CH2:9][CH2:10][CH2:11][CH2:12][O:13][CH3:14])[CH:5]=[CH:6][CH:7]=1. The catalyst class is: 23. (2) Reactant: [CH3:1][CH2:2][C@@:3]1([OH:26])[C:8](=[O:9])[O:7][CH2:6][C:5]2[C:10]([N:12]3[C:24](=[CH:25][C:4]1=2)[C:23]1[N:22]=[C:21]2[C:16]([CH:17]=[CH:18][CH:19]=[CH:20]2)=[CH:15][C:14]=1[CH2:13]3)=[O:11].S(=O)(=O)(O)O.[CH:32](=O)[CH2:33]C.OO. Product: [CH3:32][CH2:33][C:15]1[C:16]2[C:21](=[CH:20][CH:19]=[CH:18][CH:17]=2)[N:22]=[C:23]2[C:14]=1[CH2:13][N:12]1[C:10](=[O:11])[C:5]3[CH2:6][O:7][C:8]([C@:3]([OH:26])([CH2:2][CH3:1])[C:4]=3[CH:25]=[C:24]12)=[O:9]. The catalyst class is: 145.